Dataset: Catalyst prediction with 721,799 reactions and 888 catalyst types from USPTO. Task: Predict which catalyst facilitates the given reaction. (1) Reactant: [CH3:1][O:2][CH2:3][CH2:4][C@H:5]1[C@H:10]([CH:11]=[O:12])[CH2:9][C@@H:8]2[CH2:13][C@H:6]1[C:7]2([CH3:15])[CH3:14].[H-].[H-].[H-].[H-].[Li+].[Al+3]. Product: [CH3:1][O:2][CH2:3][CH2:4][C@H:5]1[C@H:10]([CH2:11][OH:12])[CH2:9][C@@H:8]2[CH2:13][C@H:6]1[C:7]2([CH3:15])[CH3:14]. The catalyst class is: 7. (2) Reactant: COC1C=CC(P2(SP(C3C=CC(OC)=CC=3)(=S)S2)=[S:10])=CC=1.[F:23][C:24]1[CH:25]=[C:26]([N:35]2[CH:39]=[C:38]([CH2:40][NH:41][C:42](=O)[CH3:43])[N:37]=[N:36]2)[CH:27]=[CH:28][C:29]=1[N:30]1[CH:34]=[CH:33][N:32]=[CH:31]1. Product: [F:23][C:24]1[CH:25]=[C:26]([N:35]2[CH:39]=[C:38]([CH2:40][NH:41][C:42](=[S:10])[CH3:43])[N:37]=[N:36]2)[CH:27]=[CH:28][C:29]=1[N:30]1[CH:34]=[CH:33][N:32]=[CH:31]1. The catalyst class is: 155. (3) Reactant: [CH3:1][O:2][CH2:3][CH2:4][CH2:5][O:6][C:7]1[CH:12]=[CH:11][N:10]=[C:9]([CH2:13][S:14][C:15]2[NH:19][C:18]3[CH:20]=[CH:21][CH:22]=[CH:23][C:17]=3[N:16]=2)[C:8]=1[CH3:24].CS(C)=[O:27].ClC1C=CC=C(C(OO)=O)C=1.[OH-].[Na+]. Product: [CH3:1][O:2][CH2:3][CH2:4][CH2:5][O:6][C:7]1[CH:12]=[CH:11][N:10]=[C:9]([CH2:13][S:14]([C:15]2[NH:16][C:17]3[CH:23]=[CH:22][CH:21]=[CH:20][C:18]=3[N:19]=2)=[O:27])[C:8]=1[CH3:24]. The catalyst class is: 845. (4) The catalyst class is: 79. Reactant: [CH3:1][C:2]([O:5][C:6]([NH:8][CH2:9][CH2:10][CH2:11][CH2:12][C@H:13]([NH:17][C:18]([O:20][CH2:21][CH:22]1[C:34]2[C:29](=[CH:30][CH:31]=[CH:32][CH:33]=2)[C:28]2[C:23]1=[CH:24][CH:25]=[CH:26][CH:27]=2)=[O:19])[C:14]([OH:16])=[O:15])=[O:7])([CH3:4])[CH3:3].[CH3:35][CH:36]([CH2:38][CH2:39][CH2:40][C@H:41]([C@@H:43]1[C@:61]2([CH3:62])[C@H:46]([C@H:47]3[C@H:58]([CH2:59][CH2:60]2)[C@:56]2([CH3:57])[C:50]([CH2:51][C@H:52]([CH2:54][CH2:55]2)[OH:53])=[CH:49][CH2:48]3)[CH2:45][CH2:44]1)[CH3:42])[CH3:37].C1CCC(N=C=NC2CCCCC2)CC1. Product: [CH3:4][C:2]([O:5][C:6]([NH:8][CH2:9][CH2:10][CH2:11][CH2:12][C@H:13]([NH:17][C:18]([O:20][CH2:21][CH:22]1[C:23]2[C:28](=[CH:27][CH:26]=[CH:25][CH:24]=2)[C:29]2[C:34]1=[CH:33][CH:32]=[CH:31][CH:30]=2)=[O:19])[C:14]([OH:16])=[O:15])=[O:7])([CH3:1])[CH3:3].[CH3:37][CH:36]([CH2:38][CH2:39][CH2:40][C@H:41]([C@@H:43]1[C@:61]2([CH3:62])[C@H:46]([C@H:47]3[C@H:58]([CH2:59][CH2:60]2)[C@:56]2([CH3:57])[C:50]([CH2:51][C@H:52]([CH2:54][CH2:55]2)[OH:53])=[CH:49][CH2:48]3)[CH2:45][CH2:44]1)[CH3:42])[CH3:35]. (5) Reactant: [Cl:1][C:2]1[N:3]=[CH:4][NH:5][C:6]=1[Cl:7].[OH-].[K+].[Br:10][CH2:11][CH3:12].[K+].[Br-].BrCC[C:18]1[C:27]2[C:22](=[CH:23][CH:24]=[CH:25][CH:26]=2)[CH:21]=[CH:20][CH:19]=1. The catalyst class is: 10. Product: [Br-:10].[CH2:26]([N+:3]1[C:2]([Cl:1])=[C:6]([Cl:7])[N:5]([C:26]2[C:27]3[C:22](=[CH:21][CH:20]=[CH:19][CH:18]=3)[CH:23]=[CH:24][C:25]=2[CH2:11][CH3:12])[CH:4]=1)[CH2:27][CH2:18][CH2:19][CH2:20][CH2:21][CH2:22][CH2:23][CH3:24]. (6) Reactant: [NH2:1][C:2]1[N:7]=[CH:6][N:5]=[C:4]2[N:8]([CH:12]([C:14]3[CH:21]=[C:20]([Cl:22])[C:17]([C:18]#[N:19])=[C:16]([CH:23]4[CH2:26][NH:25][CH2:24]4)[C:15]=3[O:27][CH2:28][CH3:29])[CH3:13])[N:9]=[C:10]([CH3:11])[C:3]=12.[CH3:30][C@H:31]1[CH2:33][O:32]1. Product: [NH2:1][C:2]1[N:7]=[CH:6][N:5]=[C:4]2[N:8]([CH:12]([C:14]3[CH:21]=[C:20]([Cl:22])[C:17]([C:18]#[N:19])=[C:16]([CH:23]4[CH2:24][N:25]([CH2:30][C@@H:31]([OH:32])[CH3:33])[CH2:26]4)[C:15]=3[O:27][CH2:28][CH3:29])[CH3:13])[N:9]=[C:10]([CH3:11])[C:3]=12. The catalyst class is: 357. (7) Reactant: [NH2:1][C:2]1[N:7]=[CH:6][N:5]=[C:4]2[N:8]([CH2:24][CH2:25][N:26]3[C:30](=[O:31])[CH2:29][S:28][C:27]3=[O:32])[N:9]=[C:10]([C:11]3[CH:16]=[CH:15][C:14]([O:17][C:18]4[CH:23]=[CH:22][CH:21]=[CH:20][CH:19]=4)=[CH:13][CH:12]=3)[C:3]=12.[CH:33]1([CH:36]=O)[CH2:35][CH2:34]1.N1CCCCC1.ClCCl. Product: [NH2:1][C:2]1[N:7]=[CH:6][N:5]=[C:4]2[N:8]([CH2:24][CH2:25][N:26]3[C:30](=[O:31])[C:29](=[CH:36][CH:33]4[CH2:35][CH2:34]4)[S:28][C:27]3=[O:32])[N:9]=[C:10]([C:11]3[CH:12]=[CH:13][C:14]([O:17][C:18]4[CH:19]=[CH:20][CH:21]=[CH:22][CH:23]=4)=[CH:15][CH:16]=3)[C:3]=12. The catalyst class is: 5.